Task: Regression. Given two drug SMILES strings and cell line genomic features, predict the synergy score measuring deviation from expected non-interaction effect.. Dataset: NCI-60 drug combinations with 297,098 pairs across 59 cell lines Drug 1: CCC1(CC2CC(C3=C(CCN(C2)C1)C4=CC=CC=C4N3)(C5=C(C=C6C(=C5)C78CCN9C7C(C=CC9)(C(C(C8N6C=O)(C(=O)OC)O)OC(=O)C)CC)OC)C(=O)OC)O.OS(=O)(=O)O. Drug 2: CC12CCC3C(C1CCC2O)C(CC4=C3C=CC(=C4)O)CCCCCCCCCS(=O)CCCC(C(F)(F)F)(F)F. Cell line: OVCAR-5. Synergy scores: CSS=25.3, Synergy_ZIP=-2.31, Synergy_Bliss=8.15, Synergy_Loewe=5.08, Synergy_HSA=6.81.